From a dataset of Full USPTO retrosynthesis dataset with 1.9M reactions from patents (1976-2016). Predict the reactants needed to synthesize the given product. The reactants are: [CH:1]1[C:14]2[C:5](=[CH:6][C:7]3[C:12]([C:13]=2[C:15]2[CH:16]=[N:17][C:18]([C:21]4[CH:26]=[CH:25][CH:24]=[CH:23][N:22]=4)=[N:19][CH:20]=2)=[CH:11][CH:10]=[CH:9][CH:8]=3)[CH:4]=[CH:3][CH:2]=1.C1C(=O)N([Br:34])C(=O)C1.O. Given the product [Br:34][C:6]1[C:7]2[C:12](=[CH:11][CH:10]=[CH:9][CH:8]=2)[C:13]([C:15]2[CH:16]=[N:17][C:18]([C:21]3[CH:26]=[CH:25][CH:24]=[CH:23][N:22]=3)=[N:19][CH:20]=2)=[C:14]2[C:5]=1[CH:4]=[CH:3][CH:2]=[CH:1]2, predict the reactants needed to synthesize it.